This data is from Peptide-MHC class II binding affinity with 134,281 pairs from IEDB. The task is: Regression. Given a peptide amino acid sequence and an MHC pseudo amino acid sequence, predict their binding affinity value. This is MHC class II binding data. The peptide sequence is YDKFLANHSTVLTGK. The MHC is DRB1_1602 with pseudo-sequence DRB1_1602. The binding affinity (normalized) is 0.733.